This data is from Forward reaction prediction with 1.9M reactions from USPTO patents (1976-2016). The task is: Predict the product of the given reaction. (1) Given the reactants C(O)(=O)C.[CH2:5]([O:7][C:8](=[O:35])[CH2:9][CH2:10][C:11]1[CH:16]=[CH:15][C:14]([CH2:17][N:18]2[CH:23]=[C:22]([Cl:24])[CH:21]=[C:20]([C:25]3[CH:30]=[CH:29][C:28]([N+:31]([O-])=O)=[CH:27][CH:26]=3)[C:19]2=[O:34])=[CH:13][CH:12]=1)[CH3:6], predict the reaction product. The product is: [CH2:5]([O:7][C:8](=[O:35])[CH2:9][CH2:10][C:11]1[CH:12]=[CH:13][C:14]([CH2:17][N:18]2[CH:23]=[C:22]([Cl:24])[CH:21]=[C:20]([C:25]3[CH:30]=[CH:29][C:28]([NH2:31])=[CH:27][CH:26]=3)[C:19]2=[O:34])=[CH:15][CH:16]=1)[CH3:6]. (2) Given the reactants Cl[C:2]1[N:7]=[C:6]([C:8]2[CH:13]=[C:12]([C:14]([F:17])([F:16])[F:15])[CH:11]=[C:10]([Cl:18])[CH:9]=2)[C:5]([CH3:19])=[CH:4][N:3]=1.[CH3:20][N:21]1[CH2:26][CH2:25][N:24]([CH2:27][C:28]2[CH:34]=[CH:33][C:31]([NH2:32])=[CH:30][CH:29]=2)[CH2:23][CH2:22]1, predict the reaction product. The product is: [Cl:18][C:10]1[CH:9]=[C:8]([C:6]2[C:5]([CH3:19])=[CH:4][N:3]=[C:2]([NH:32][C:31]3[CH:30]=[CH:29][C:28]([CH2:27][N:24]4[CH2:23][CH2:22][N:21]([CH3:20])[CH2:26][CH2:25]4)=[CH:34][CH:33]=3)[N:7]=2)[CH:13]=[C:12]([C:14]([F:17])([F:16])[F:15])[CH:11]=1. (3) The product is: [OH:11][C@H:10]([C:12]1[C:13]([CH3:22])=[C:14]2[C:15](=[CH:20][CH:21]=1)[C:16](=[O:19])[O:17][CH2:18]2)[CH2:9][N:6]1[CH2:7][CH2:8][C:4]([CH2:3][NH:2][C:30]2[CH:31]=[CH:32][C:33]([C:36]#[N:37])=[CH:34][N:35]=2)([CH3:23])[CH2:5]1. Given the reactants Cl.[NH2:2][CH2:3][C:4]1([C:23]2C=CC=CC=2)[CH2:8][CH2:7][N:6]([CH2:9][C@@H:10]([C:12]2[CH:21]=[CH:20][C:15]3[C:16](=[O:19])[O:17][CH2:18][C:14]=3[C:13]=2[CH3:22])[OH:11])[CH2:5]1.Cl[C:30]1[N:35]=[CH:34][C:33]([C:36]#[N:37])=[CH:32][CH:31]=1, predict the reaction product. (4) Given the reactants [CH2:1]([O:3][C:4]1[CH:5]=[N:6][C:7]([C:10]2[CH:11]=[C:12]([CH:16]([OH:30])[C:17]3[C:22](=[O:23])[CH:21]=[CH:20][N:19]([C:24]4[CH:25]=[N:26][N:27]([CH3:29])[CH:28]=4)[N:18]=3)[CH:13]=[CH:14][CH:15]=2)=[N:8][CH:9]=1)[CH3:2].I[CH3:32].[H-].[Na+].[NH4+].[Cl-], predict the reaction product. The product is: [CH2:1]([O:3][C:4]1[CH:9]=[N:8][C:7]([C:10]2[CH:11]=[C:12]([CH:16]([O:30][CH3:32])[C:17]3[C:22](=[O:23])[CH:21]=[CH:20][N:19]([C:24]4[CH:25]=[N:26][N:27]([CH3:29])[CH:28]=4)[N:18]=3)[CH:13]=[CH:14][CH:15]=2)=[N:6][CH:5]=1)[CH3:2]. (5) Given the reactants FC(F)(F)S(O[C:7]1[C:8]([C:18](=[O:20])[CH3:19])=[CH:9][C:10]([Cl:17])=[C:11]2[C:16]=1[N:15]=[CH:14][CH:13]=[CH:12]2)(=O)=O.Cl.[NH:24]1[CH2:28][CH2:27][C@H:26]([NH:29][C:30](=[O:33])[CH2:31][CH3:32])[CH2:25]1.C1C=CC(P(C2C=CC3C(=CC=CC=3)C=2C2C3C(=CC=CC=3)C=CC=2P(C2C=CC=CC=2)C2C=CC=CC=2)C2C=CC=CC=2)=CC=1.C(=O)([O-])[O-].[Cs+].[Cs+], predict the reaction product. The product is: [C:18]([C:8]1[C:7]([N:24]2[CH2:28][CH2:27][C@H:26]([NH:29][C:30](=[O:33])[CH2:31][CH3:32])[CH2:25]2)=[C:16]2[C:11]([CH:12]=[CH:13][CH:14]=[N:15]2)=[C:10]([Cl:17])[CH:9]=1)(=[O:20])[CH3:19]. (6) Given the reactants CC1(C)[O:7][CH2:6][C:5]([C:9]#[C:10][C:11]2[CH:16]=[CH:15][C:14]([CH2:17][CH2:18][CH2:19][CH2:20][CH2:21][CH2:22][CH2:23][CH3:24])=[CH:13][CH:12]=2)([OH:8])[CH2:4][O:3]1, predict the reaction product. The product is: [CH2:17]([C:14]1[CH:15]=[CH:16][C:11]([CH2:10][CH2:9][C:5]([OH:8])([CH2:6][OH:7])[CH2:4][OH:3])=[CH:12][CH:13]=1)[CH2:18][CH2:19][CH2:20][CH2:21][CH2:22][CH2:23][CH3:24]. (7) Given the reactants [C:1]([NH:5][C:6]1[CH:11]=[C:10]([F:12])[N:9]=[C:8]([CH2:13]O)[N:7]=1)([CH3:4])([CH3:3])[CH3:2].N1C=CN=C1.C1(P(C2C=CC=CC=2)C2C=CC=CC=2)C=CC=CC=1.[I:39]I, predict the reaction product. The product is: [C:1]([NH:5][C:6]1[CH:11]=[C:10]([F:12])[N:9]=[C:8]([CH2:13][I:39])[N:7]=1)([CH3:4])([CH3:3])[CH3:2]. (8) Given the reactants [N:1]1([C:5]([CH:7]2[CH2:12][CH2:11][N:10](C(OC(C)(C)C)=O)[CH2:9][CH2:8]2)=[O:6])[CH2:4][CH2:3][CH2:2]1.FC(F)(F)C(O)=O, predict the reaction product. The product is: [N:1]1([C:5]([CH:7]2[CH2:12][CH2:11][NH:10][CH2:9][CH2:8]2)=[O:6])[CH2:2][CH2:3][CH2:4]1. (9) Given the reactants [C:1]([C:3]1[CH:8]=[CH:7][C:6]([C:9]2[N:13]3[CH:14]=[C:15]([C:18]4[CH:28]=[CH:27][C:21]([C:22]([O:24]CC)=[O:23])=[C:20]([F:29])[CH:19]=4)[CH:16]=[CH:17][C:12]3=[N:11][CH:10]=2)=[CH:5][CH:4]=1)#[N:2].O.[Li+].[OH-].C(O)(=O)CC(CC(O)=O)(C(O)=O)O, predict the reaction product. The product is: [C:1]([C:3]1[CH:4]=[CH:5][C:6]([C:9]2[N:13]3[CH:14]=[C:15]([C:18]4[CH:28]=[CH:27][C:21]([C:22]([OH:24])=[O:23])=[C:20]([F:29])[CH:19]=4)[CH:16]=[CH:17][C:12]3=[N:11][CH:10]=2)=[CH:7][CH:8]=1)#[N:2]. (10) Given the reactants [NH4+].[Cl-].[Cl:3][C:4]1[CH:5]=[C:6]([CH:16]=[CH:17][CH:18]=1)[O:7][C@@H:8]([CH2:13][CH2:14][CH3:15])[CH2:9][CH2:10][NH:11][CH3:12], predict the reaction product. The product is: [ClH:3].[Cl:3][C:4]1[CH:5]=[C:6]([CH:16]=[CH:17][CH:18]=1)[O:7][C@@H:8]([CH2:13][CH2:14][CH3:15])[CH2:9][CH2:10][NH:11][CH3:12].